This data is from Forward reaction prediction with 1.9M reactions from USPTO patents (1976-2016). The task is: Predict the product of the given reaction. (1) Given the reactants [NH2:1][C:2]1[C:13]([O:14][CH3:15])=[CH:12][C:5]2[CH2:6][C:7](=[O:11])[NH:8][CH2:9][CH2:10][C:4]=2[CH:3]=1.Cl[C:17]1[N:22]=[C:21]([NH:23][C:24]2[CH:29]=[CH:28][C:27]([N:30]3[CH2:35][CH2:34][N:33]([CH3:36])[CH2:32][CH2:31]3)=[CH:26][C:25]=2[O:37][CH3:38])[C:20]([Cl:39])=[CH:19][N:18]=1, predict the reaction product. The product is: [Cl:39][C:20]1[C:21]([NH:23][C:24]2[CH:29]=[CH:28][C:27]([N:30]3[CH2:35][CH2:34][N:33]([CH3:36])[CH2:32][CH2:31]3)=[CH:26][C:25]=2[O:37][CH3:38])=[N:22][C:17]([NH:1][C:2]2[C:13]([O:14][CH3:15])=[CH:12][C:5]3[CH2:6][C:7](=[O:11])[NH:8][CH2:9][CH2:10][C:4]=3[CH:3]=2)=[N:18][CH:19]=1. (2) The product is: [CH3:1][N:2]([CH2:4][CH2:5][C:6]1[C:10]2[CH:11]=[C:12]([CH2:15][N:16]3[N:20]=[CH:19][N:18]=[CH:17]3)[CH:13]=[CH:14][C:9]=2[NH:8][CH:7]=1)[CH3:3].[CH:25]1[CH:24]=[CH:23][C:22]([C:21]([OH:29])=[O:28])=[CH:27][CH:26]=1. Given the reactants [CH3:1][N:2]([CH2:4][CH2:5][C:6]1[C:10]2[CH:11]=[C:12]([CH2:15][N:16]3[N:20]=[CH:19][N:18]=[CH:17]3)[CH:13]=[CH:14][C:9]=2[NH:8][CH:7]=1)[CH3:3].[C:21]([OH:29])(=[O:28])[C:22]1[CH:27]=[CH:26][CH:25]=[CH:24][CH:23]=1, predict the reaction product. (3) Given the reactants [C:1]([N:8]1[CH2:12][CH2:11][CH2:10][C@H:9]1[C:13]#[N:14])([O:3][C:4]([CH3:7])([CH3:6])[CH3:5])=[O:2].[CH3:15][O-:16].[Na+], predict the reaction product. The product is: [C:4]([O:3][C:1]([N:8]1[CH2:12][CH2:11][CH2:10][C@H:9]1[C:13]([O:16][CH3:15])=[NH:14])=[O:2])([CH3:7])([CH3:6])[CH3:5]. (4) Given the reactants [CH2:1]([N:3]([CH2:6][CH3:7])[CH2:4][CH3:5])C.COS(OC)(=O)=O.[O:15]=[C:16]1[C:25]2[NH:26][CH:27]=[CH:28][C:24]=2[C:23]2[CH:22]=[C:21]([S:29](=[O:38])(=[O:37])[NH:30][CH:31]3CCNCC3)[CH:20]=[CH:19][C:18]=2[NH:17]1.[CH:39]1([C:44]([O-:46])=[O:45])[CH2:43][CH2:42][CH2:41][CH2:40]1.N, predict the reaction product. The product is: [CH3:1][N:3]1[CH2:6][CH2:7][CH:31]([NH:30][S:29]([C:21]2[CH:20]=[CH:19][C:18]3[NH:17][C:16](=[O:15])[C:25]4[NH:26][CH:27]=[CH:28][C:24]=4[C:23]=3[CH:22]=2)(=[O:37])=[O:38])[CH2:5][CH2:4]1.[CH:39]1([C:44]([O-:46])=[O:45])[CH2:43][CH2:42][CH2:41][CH2:40]1. (5) Given the reactants C1(P(C2C=CC=CC=2)C2C=CC=CC=2)C=CC=CC=1.[CH3:20][N:21]1[CH2:25][CH2:24][CH:23]([OH:26])[CH2:22]1.[Cl:27][N:28]([C:36]1[C:45]2[C:40](=[CH:41][C:42]([OH:48])=[C:43](OC)[CH:44]=2)[N:39]=[CH:38][N:37]=1)[C:29]1[CH:34]=[CH:33][CH:32]=[CH:31][C:30]=1[F:35].N(C([O:58][CH2:59]C)=O)=NC(OCC)=O.C(Cl)[Cl:62], predict the reaction product. The product is: [OH2:26].[ClH:27].[Cl:62][C:32]1[CH:33]=[CH:34][C:29]([NH:28][C:36]2([O:58][CH3:59])[C:45]3[C:40](=[CH:41][C:42]([O:48][CH:23]4[CH2:24][CH2:25][N:21]([CH3:20])[CH2:22]4)=[CH:43][CH:44]=3)[N:39]=[CH:38][NH:37]2)=[C:30]([F:35])[CH:31]=1. (6) Given the reactants [OH:1][C:2]1[CH:3]=[C:4]2[C:9](=[CH:10][CH:11]=1)[N:8]=[C:7]([N:12]1[CH2:17][CH2:16][CH:15]([C:18]([O:20]C)=[O:19])[CH2:14][CH2:13]1)[N:6]=[CH:5]2.[OH-].[Na+].Cl, predict the reaction product. The product is: [OH:1][C:2]1[CH:3]=[C:4]2[C:9](=[CH:10][CH:11]=1)[N:8]=[C:7]([N:12]1[CH2:13][CH2:14][CH:15]([C:18]([OH:20])=[O:19])[CH2:16][CH2:17]1)[N:6]=[CH:5]2. (7) Given the reactants [I:1][C:2]1[CH:6]=[C:5]([CH:7]2[CH2:12][CH2:11][NH:10][CH2:9][CH2:8]2)[N:4]([CH:13]([CH3:15])[CH3:14])[N:3]=1.C(=O)([O-])[O-].[Cs+].[Cs+].Br[CH2:23][C:24]#[N:25], predict the reaction product. The product is: [I:1][C:2]1[CH:6]=[C:5]([CH:7]2[CH2:12][CH2:11][N:10]([CH2:23][C:24]#[N:25])[CH2:9][CH2:8]2)[N:4]([CH:13]([CH3:15])[CH3:14])[N:3]=1. (8) The product is: [ClH:1].[ClH:1].[NH:15]1[CH2:16][CH2:17][CH:18]([NH:21][C:22]2[S:23][CH:24]=[C:25](/[CH:27]=[CH:28]/[C:29]([O:31][CH2:32][CH3:33])=[O:30])[N:26]=2)[CH2:19][CH2:20]1. Given the reactants [Cl:1]C(OC(Cl)C)=O.C([N:15]1[CH2:20][CH2:19][CH:18]([NH:21][C:22]2[S:23][CH:24]=[C:25](/[CH:27]=[CH:28]/[C:29]([O:31][CH2:32][CH3:33])=[O:30])[N:26]=2)[CH2:17][CH2:16]1)C1C=CC=CC=1, predict the reaction product. (9) Given the reactants FC1(F)CC1CN1CCN(C2SC(C(OCC)=O)=C(C)N=2)C1=O.[CH:24]1([CH2:27][N:28]2[C:32](=[O:33])[N:31]([C:34]3[S:35][C:36]([C:40]([O:42]CC)=[O:41])=[C:37]([CH3:39])[N:38]=3)[CH:30]=[N:29]2)[CH2:26][CH2:25]1, predict the reaction product. The product is: [CH:24]1([CH2:27][N:28]2[C:32](=[O:33])[N:31]([C:34]3[S:35][C:36]([C:40]([OH:42])=[O:41])=[C:37]([CH3:39])[N:38]=3)[CH:30]=[N:29]2)[CH2:25][CH2:26]1.